Dataset: CYP2D6 inhibition data for predicting drug metabolism from PubChem BioAssay. Task: Regression/Classification. Given a drug SMILES string, predict its absorption, distribution, metabolism, or excretion properties. Task type varies by dataset: regression for continuous measurements (e.g., permeability, clearance, half-life) or binary classification for categorical outcomes (e.g., BBB penetration, CYP inhibition). Dataset: cyp2d6_veith. (1) The compound is O=c1c(-c2cccc(Cl)c2)nc2cncnc2n1-c1ccccc1. The result is 0 (non-inhibitor). (2) The molecule is C[N+]1([O-])[C@H]2CC[C@@H]1CC(OC(=O)[C@@H](CO)c1ccccc1)C2. The result is 0 (non-inhibitor). (3) The molecule is CN1CCN(c2ncc3nc(CCc4ccccc4)c(=O)n(C4CC4)c3n2)CC1. The result is 0 (non-inhibitor). (4) The molecule is O=C1Nc2ccccc2C1=Nc1cccc2ncccc12. The result is 0 (non-inhibitor). (5) The drug is COc1ccc(NC(=O)CN(C)S(=O)(=O)c2ccc(Cl)cc2)c([N+](=O)[O-])c1. The result is 0 (non-inhibitor). (6) The compound is Cc1ccc(OC(=O)c2cccc(C(=O)Oc3ccc(C)cc3)n2)cc1. The result is 0 (non-inhibitor). (7) The molecule is O=c1[nH]c(=O)n(CCOc2ccc(Cl)cc2)cc1Br. The result is 0 (non-inhibitor). (8) The molecule is Cc1ccc(C)c(Cn2c(C(=O)OC(C)C)cc3c2ccn3C)c1. The result is 0 (non-inhibitor).